From a dataset of Full USPTO retrosynthesis dataset with 1.9M reactions from patents (1976-2016). Predict the reactants needed to synthesize the given product. (1) Given the product [C:1]([C:4]1[CH:9]=[CH:8][C:7]2[S:10][CH2:11][C:12](=[O:14])[C:6]=2[CH:5]=1)(=[O:3])[CH3:2], predict the reactants needed to synthesize it. The reactants are: [C:1]([C:4]1[CH:9]=[CH:8][C:7]([S:10][CH2:11][C:12]([OH:14])=O)=[CH:6][CH:5]=1)(=[O:3])[CH3:2].S(Cl)(Cl)=O.[Cl-].[Cl-].[Cl-].[Al+3]. (2) Given the product [CH2:45]([N:52]([CH2:69][C:70]1[CH:71]=[CH:72][CH:73]=[CH:74][CH:75]=1)[CH2:53][CH2:54][CH2:55][CH2:56][CH2:57][CH2:58][CH2:59][CH2:60][CH2:61][CH2:62][CH2:63][O:23][CH2:22][C@@H:21]([NH:20][C:1]([C:14]1[CH:19]=[CH:18][CH:17]=[CH:16][CH:15]=1)([C:8]1[CH:9]=[CH:10][CH:11]=[CH:12][CH:13]=1)[C:2]1[CH:7]=[CH:6][CH:5]=[CH:4][CH:3]=1)[CH2:24][O:25][C:26]([C:39]1[CH:40]=[CH:41][CH:42]=[CH:43][CH:44]=1)([C:33]1[CH:34]=[CH:35][CH:36]=[CH:37][CH:38]=1)[C:27]1[CH:28]=[CH:29][CH:30]=[CH:31][CH:32]=1)[C:46]1[CH:51]=[CH:50][CH:49]=[CH:48][CH:47]=1, predict the reactants needed to synthesize it. The reactants are: [C:1]([NH:20][C@@H:21]([CH2:24][O:25][C:26]([C:39]1[CH:44]=[CH:43][CH:42]=[CH:41][CH:40]=1)([C:33]1[CH:38]=[CH:37][CH:36]=[CH:35][CH:34]=1)[C:27]1[CH:32]=[CH:31][CH:30]=[CH:29][CH:28]=1)[CH2:22][OH:23])([C:14]1[CH:19]=[CH:18][CH:17]=[CH:16][CH:15]=1)([C:8]1[CH:13]=[CH:12][CH:11]=[CH:10][CH:9]=1)[C:2]1[CH:7]=[CH:6][CH:5]=[CH:4][CH:3]=1.[CH2:45]([N:52]([CH2:69][C:70]1[CH:75]=[CH:74][CH:73]=[CH:72][CH:71]=1)[CH2:53][CH2:54][CH2:55][CH2:56][CH2:57][CH2:58][CH2:59][CH2:60][CH2:61][CH2:62][CH2:63]OS(C)(=O)=O)[C:46]1[CH:51]=[CH:50][CH:49]=[CH:48][CH:47]=1.